Dataset: Forward reaction prediction with 1.9M reactions from USPTO patents (1976-2016). Task: Predict the product of the given reaction. (1) Given the reactants [F:1][C:2]1[CH:21]=[CH:20][C:5]2[C:6]([C:9]3[CH:14]=[CH:13][C:12]([O:15][CH2:16][C@H:17]4[CH2:19][O:18]4)=[CH:11][CH:10]=3)=[N:7][O:8][C:4]=2[CH:3]=1, predict the reaction product. The product is: [F:1][C:2]1[CH:21]=[CH:20][C:5]2[C:6]([C:9]3[CH:14]=[CH:13][C:12]([O:15][CH2:16][C@H:17]([OH:18])[CH2:19][NH:7][CH2:6][C:9]4[CH:14]=[CH:13][C:12]([O:15][CH3:16])=[CH:11][CH:10]=4)=[CH:11][CH:10]=3)=[N:7][O:8][C:4]=2[CH:3]=1. (2) Given the reactants CC1C=CC(S(O)(=O)=O)=CC=1.[C:12]([C:16]1[CH:17]=[C:18]([C:26]2[CH:34]=[C:33]([CH:35]([CH3:37])[CH3:36])[CH:32]=[C:31]3[C:27]=2[CH2:28][CH:29]([CH3:40])[CH:30]3OC)[CH:19]=[C:20]([C:22]([CH3:25])([CH3:24])[CH3:23])[CH:21]=1)([CH3:15])([CH3:14])[CH3:13], predict the reaction product. The product is: [C:22]([C:20]1[CH:19]=[C:18]([C:26]2[CH:34]=[C:33]([CH:35]([CH3:37])[CH3:36])[CH:32]=[C:31]3[C:27]=2[CH2:28][C:29]([CH3:40])=[CH:30]3)[CH:17]=[C:16]([C:12]([CH3:15])([CH3:14])[CH3:13])[CH:21]=1)([CH3:23])([CH3:24])[CH3:25]. (3) The product is: [CH2:5]([C:7]1[C:15]2[S:14][CH:13]=[N:12][C:11]=2[CH:10]=[C:9]([NH2:16])[CH:8]=1)[CH3:6]. Given the reactants Cl[Sn]Cl.Cl.[CH2:5]([C:7]1[C:15]2[S:14][CH:13]=[N:12][C:11]=2[CH:10]=[C:9]([N+:16]([O-])=O)[CH:8]=1)[CH3:6].[OH-].[Na+], predict the reaction product. (4) Given the reactants [ClH:1].[NH2:2][C@@H:3]1[CH2:5][C@H:4]1[C:6]1[CH:7]=[C:8]([CH:17]=[CH:18][CH:19]=1)[C:9]([NH:11][CH:12]1[CH2:16][CH2:15][CH2:14][CH2:13]1)=[O:10].[C:20](=[O:23])([O-])O.[Na+], predict the reaction product. The product is: [ClH:1].[CH:12]1([NH:11][C:9](=[O:10])[C:8]2[CH:17]=[CH:18][CH:19]=[C:6]([C@@H:4]3[CH2:5][C@H:3]3[NH:2][CH:3]3[CH2:5][CH2:20][O:23][CH2:6][CH2:4]3)[CH:7]=2)[CH2:16][CH2:15][CH2:14][CH2:13]1. (5) Given the reactants [F:1][C:2]([F:15])([F:14])[CH:3]([C:5]1[CH:13]=[CH:12][C:8]([C:9]([OH:11])=[O:10])=[CH:7][CH:6]=1)O.C1(P(C2C=CC=CC=2)C2C=CC=CC=2)C=CC=CC=1.C(Cl)(Cl)(Cl)[Cl:36], predict the reaction product. The product is: [Cl:36][CH:3]([C:5]1[CH:13]=[CH:12][C:8]([C:9]([OH:11])=[O:10])=[CH:7][CH:6]=1)[C:2]([F:15])([F:14])[F:1]. (6) Given the reactants [Cl:1][C:2]1[CH:3]=[C:4]([S:8][C:9]2[CH:10]=[C:11]([CH:15]3OCC[O:16]3)[S:12][C:13]=2[CH3:14])[CH:5]=[CH:6][CH:7]=1.CC(C)=O, predict the reaction product. The product is: [Cl:1][C:2]1[CH:3]=[C:4]([S:8][C:9]2[CH:10]=[C:11]([CH:15]=[O:16])[S:12][C:13]=2[CH3:14])[CH:5]=[CH:6][CH:7]=1. (7) Given the reactants [Cl:1][C:2]1[CH:3]=[CH:4][C:5]([C:26]#[N:27])=[C:6]([C:8]2[C:13]([O:14][CH3:15])=[CH:12][N:11]([CH:16]([CH:22]([CH3:24])[CH3:23])[C:17]([O:19]CC)=[O:18])[C:10](=[O:25])[CH:9]=2)[CH:7]=1.[OH-].[Li+], predict the reaction product. The product is: [Cl:1][C:2]1[CH:3]=[CH:4][C:5]([C:26]#[N:27])=[C:6]([C:8]2[C:13]([O:14][CH3:15])=[CH:12][N:11]([CH:16]([CH:22]([CH3:23])[CH3:24])[C:17]([OH:19])=[O:18])[C:10](=[O:25])[CH:9]=2)[CH:7]=1. (8) The product is: [CH:18]1([NH:23][C:15]([C@@H:11]2[CH2:12][CH2:13][CH2:14][N:9]([S:6]([C:2]3[S:1][CH:5]=[CH:4][CH:3]=3)(=[O:7])=[O:8])[CH2:10]2)=[O:17])[CH2:22][CH2:21][CH2:20][CH2:19]1. Given the reactants [S:1]1[CH:5]=[CH:4][CH:3]=[C:2]1[S:6]([N:9]1[CH2:14][CH2:13][CH2:12][C@@H:11]([C:15]([OH:17])=O)[CH2:10]1)(=[O:8])=[O:7].[CH:18]1([NH2:23])[CH2:22][CH2:21][CH2:20][CH2:19]1, predict the reaction product. (9) Given the reactants [Cl:1][C:2]1[CH:3]=[CH:4][C:5]([O:15][CH2:16][C:17]2[CH:22]=[CH:21][CH:20]=[C:19]([F:23])[C:18]=2[F:24])=[C:6]([C:8](=O)[CH2:9][CH2:10][C:11](=O)[CH3:12])[CH:7]=1.[NH2:25][C:26]1[CH:27]=[C:28]([C:32]([F:35])=[CH:33][CH:34]=1)[C:29]([OH:31])=[O:30].CC1C=CC(S(O)(=O)=O)=CC=1, predict the reaction product. The product is: [Cl:1][C:2]1[CH:3]=[CH:4][C:5]([O:15][CH2:16][C:17]2[CH:22]=[CH:21][CH:20]=[C:19]([F:23])[C:18]=2[F:24])=[C:6]([C:8]2[N:25]([C:26]3[CH:27]=[C:28]([C:32]([F:35])=[CH:33][CH:34]=3)[C:29]([OH:31])=[O:30])[C:11]([CH3:12])=[CH:10][CH:9]=2)[CH:7]=1. (10) Given the reactants [CH3:1][O:2][C:3](=[O:17])[CH2:4][C@H:5]1[CH2:9][CH2:8][CH2:7][N:6]1C(OC(C)(C)C)=O.C[Si]([N-][Si](C)(C)C)(C)C.[Li+].Br[CH2:29][C:30]1[CH:37]=[CH:36][C:33]([C:34]#[N:35])=[CH:32][CH:31]=1, predict the reaction product. The product is: [CH3:1][O:2][C:3](=[O:17])[CH:4]([CH:5]1[CH2:9][CH2:8][CH2:7][NH:6]1)[CH2:29][C:30]1[CH:37]=[CH:36][C:33]([C:34]#[N:35])=[CH:32][CH:31]=1.